Task: Predict the reaction yield, written as a fraction of the theoretical maximum amount of product (1.0 means a 100% yield; for example, 0.34 means a 34% yield).. Dataset: Reaction yield outcomes from USPTO patents with 853,638 reactions (1) The reactants are [F:1][C:2]([F:42])([F:41])[C:3]1[CH:40]=[CH:39][C:6]([O:7][C:8]2[CH:13]=[CH:12][C:11](/[CH:14]=[CH:15]/[C:16]3[N:17]([CH2:29][C:30]4[CH:35]=[CH:34][C:33]([N+:36]([O-])=O)=[CH:32][CH:31]=4)[CH:18]=[C:19]([C:21]4[CH:26]=[CH:25][C:24]([Cl:27])=[CH:23][C:22]=4[Cl:28])[N:20]=3)=[CH:10][CH:9]=2)=[CH:5][CH:4]=1.Br[CH2:44][C:45]([O:47][CH3:48])=[O:46]. No catalyst specified. The product is [CH3:48][O:47][C:45](=[O:46])[CH2:44][NH:36][C:33]1[CH:32]=[CH:31][C:30]([CH2:29][N:17]2[CH:18]=[C:19]([C:21]3[CH:26]=[CH:25][C:24]([Cl:27])=[CH:23][C:22]=3[Cl:28])[N:20]=[C:16]2/[CH:15]=[CH:14]/[C:11]2[CH:12]=[CH:13][C:8]([O:7][C:6]3[CH:39]=[CH:40][C:3]([C:2]([F:1])([F:42])[F:41])=[CH:4][CH:5]=3)=[CH:9][CH:10]=2)=[CH:35][CH:34]=1. The yield is 0.680. (2) The reactants are [CH:1]([N:4]1[CH2:9][CH2:8][CH:7]([NH2:10])[CH2:6][CH2:5]1)([CH3:3])[CH3:2].F[C:12]1[C:13]([C:22]2[NH:31][C:30](=[O:32])[C:29]3[C:24](=[CH:25][C:26]([O:35][CH3:36])=[CH:27][C:28]=3[O:33][CH3:34])[N:23]=2)=[N:14][CH:15]=[C:16]([O:18][CH2:19][CH2:20]Br)[CH:17]=1. The catalyst is CS(C)=O.C(Cl)(Cl)Cl. The product is [CH:1]([N:4]1[CH2:9][CH2:8][CH:7]([NH:10][C:12]2[C:13]([C:22]3[NH:31][C:30](=[O:32])[C:29]4[C:24](=[CH:25][C:26]([O:35][CH3:36])=[CH:27][C:28]=4[O:33][CH3:34])[N:23]=3)=[N:14][CH:15]=[C:16]([O:18][CH2:19][CH2:20][NH:10][CH:7]3[CH2:8][CH2:9][N:4]([CH:1]([CH3:3])[CH3:2])[CH2:5][CH2:6]3)[CH:17]=2)[CH2:6][CH2:5]1)([CH3:3])[CH3:2]. The yield is 0.830. (3) The product is [CH2:18]([O:20][C:21]1[CH:22]=[C:23]([CH:24]2[C:3]([C:4]3[CH:5]=[C:6]([CH:9]=[CH:10][CH:11]=3)[C:7]#[N:8])=[C:2]([C:12]3[CH:17]=[CH:16][CH:15]=[CH:14][CH:13]=3)[NH:36][C:34](=[O:35])[NH:33]2)[CH:26]=[C:27]([N+:30]([O-:32])=[O:31])[C:28]=1[OH:29])[CH3:19]. The catalyst is C(O)C. The reactants are O=[C:2]([C:12]1[CH:17]=[CH:16][CH:15]=[CH:14][CH:13]=1)[CH2:3][C:4]1[CH:5]=[C:6]([CH:9]=[CH:10][CH:11]=1)[C:7]#[N:8].[CH2:18]([O:20][C:21]1[CH:22]=[C:23]([CH:26]=[C:27]([N+:30]([O-:32])=[O:31])[C:28]=1[OH:29])[CH:24]=O)[CH3:19].[NH2:33][C:34]([NH2:36])=[O:35].Cl. The yield is 0.0250. (4) The reactants are [Br:1][C:2]1[CH:18]=[CH:17][C:5]([C:6]([CH:8]2[CH2:13][CH2:12][CH2:11][CH2:10][CH:9]2[C:14]([OH:16])=[O:15])=[O:7])=[CH:4][CH:3]=1.IC.[C:21]([O-])(O)=O.[Na+].Cl. The catalyst is CN(C)C=O.O. The product is [Br:1][C:2]1[CH:3]=[CH:4][C:5]([C:6]([CH:8]2[CH2:13][CH2:12][CH2:11][CH2:10][CH:9]2[C:14]([O:16][CH3:21])=[O:15])=[O:7])=[CH:17][CH:18]=1. The yield is 0.940. (5) The catalyst is ClCCl. The yield is 0.550. The reactants are B(Br)(Br)Br.[Br:5][C:6]1[C:7]([C:16]2[CH:21]=[CH:20][C:19]([F:22])=[CH:18][C:17]=2[O:23]C)=[N:8][N:9]([CH3:15])[C:10]=1[O:11][CH:12]([F:14])[F:13].C(OCC)C.O. The product is [Br:5][C:6]1[C:7]([C:16]2[CH:21]=[CH:20][C:19]([F:22])=[CH:18][C:17]=2[OH:23])=[N:8][N:9]([CH3:15])[C:10]=1[O:11][CH:12]([F:14])[F:13]. (6) The reactants are COC1C=CC(C[N:8](CC2C=CC(OC)=CC=2)[S:9]([C:12]2[CH:17]=[CH:16][C:15]([O:18][C:19]3[CH:24]=[C:23]([C:25]4[NH:26][C:27]([C:30]5[O:31][C@@H:32]([CH3:35])[CH2:33][N:34]=5)=[CH:28][CH:29]=4)[CH:22]=[C:21]([O:36][C@@H:37]([CH3:41])[CH2:38][O:39][CH3:40])[CH:20]=3)=[CH:14][N:13]=2)(=[O:11])=[O:10])=CC=1. The catalyst is FC(F)(F)C(O)=O. The product is [CH3:40][O:39][CH2:38][C@H:37]([CH3:41])[O:36][C:21]1[CH:20]=[C:19]([CH:24]=[C:23]([C:25]2[NH:26][C:27]([C:30]3[O:31][C@@H:32]([CH3:35])[CH2:33][N:34]=3)=[CH:28][CH:29]=2)[CH:22]=1)[O:18][C:15]1[CH:16]=[CH:17][C:12]([S:9]([NH2:8])(=[O:10])=[O:11])=[N:13][CH:14]=1. The yield is 0.990. (7) The catalyst is C(OCC)(=O)C. The reactants are [Cl-].O[NH3+:3].[C:4](=[O:7])([O-])[OH:5].[Na+].CS(C)=O.[CH2:13]([C:15]1[N:16]=[C:17]([CH3:43])[N:18]([C:37]2[CH:42]=[CH:41][CH:40]=[CH:39][CH:38]=2)[C:19](=[O:36])[C:20]=1[CH2:21][C:22]1[CH:27]=[CH:26][C:25]([C:28]2[C:29]([C:34]#[N:35])=[CH:30][CH:31]=[CH:32][CH:33]=2)=[CH:24][CH:23]=1)[CH3:14]. The product is [CH2:13]([C:15]1[N:16]=[C:17]([CH3:43])[N:18]([C:37]2[CH:42]=[CH:41][CH:40]=[CH:39][CH:38]=2)[C:19](=[O:36])[C:20]=1[CH2:21][C:22]1[CH:23]=[CH:24][C:25]([C:28]2[CH:33]=[CH:32][CH:31]=[CH:30][C:29]=2[C:34]2[NH:3][C:4](=[O:7])[O:5][N:35]=2)=[CH:26][CH:27]=1)[CH3:14]. The yield is 0.620.